From a dataset of Full USPTO retrosynthesis dataset with 1.9M reactions from patents (1976-2016). Predict the reactants needed to synthesize the given product. (1) Given the product [C:22]([C:24]1[S:28][C:27]([NH2:29])=[N:26][C:25]=1[CH3:38])(=[O:45])[CH3:21], predict the reactants needed to synthesize it. The reactants are: S1C=CN=C1C1SC=CN=1.ClC1C=CC(OC)=C(NC2S[CH:21]=[C:22]([C:24]3[S:28][C:27]([NH:29]C(=O)C4C=CC=CC=4)=[N:26][C:25]=3[CH3:38])N=2)C=1.ClC(C(=O)C)C(=[O:45])C.NC(N)=S. (2) Given the product [CH3:1][O:2][C:3]1[CH:12]=[C:11]2[N:10]=[CH:9][N:8]=[C:7]([NH:40][C:39]3[CH:41]=[CH:42][C:43]([F:44])=[C:37]([Cl:36])[CH:38]=3)[C:6]2=[CH:5][C:4]=1[O:14][CH2:15][CH2:16][CH2:17][N:18]1[CH2:23][CH2:22][O:21][CH2:20][CH2:19]1, predict the reactants needed to synthesize it. The reactants are: [CH3:1][O:2][C:3]1[CH:12]=[C:11]2[C:6]([C:7](=O)[NH:8][CH:9]=[N:10]2)=[CH:5][C:4]=1[O:14][CH2:15][CH2:16][CH2:17][N:18]1[CH2:23][CH2:22][O:21][CH2:20][CH2:19]1.CCN(CC)CC.O=P(Cl)(Cl)Cl.[Cl:36][C:37]1[CH:38]=[C:39]([CH:41]=[CH:42][C:43]=1[F:44])[NH2:40]. (3) Given the product [CH3:25][C:24]1[C:23]([C:16]2[C:17]([F:22])=[CH:18][C:19]([F:21])=[CH:20][C:15]=2[F:14])=[C:4]([OH:6])[C:3]2[C:2](=[N:12][C:11]([CH3:13])=[CH:10][CH:9]=2)[N:1]=1, predict the reactants needed to synthesize it. The reactants are: [NH2:1][C:2]1[N:12]=[C:11]([CH3:13])[CH:10]=[CH:9][C:3]=1[C:4]([O:6]CC)=O.[F:14][C:15]1[CH:20]=[C:19]([F:21])[CH:18]=[C:17]([F:22])[C:16]=1[CH2:23][C:24](=O)[CH3:25].[OH-].[Na+]. (4) Given the product [CH3:1][O:2][C:3]([C:5]1[S:6][CH:7]=[CH:8][C:9]=1[N:10]([CH3:17])[C:11](=[O:16])[C:12]([F:13])([F:14])[F:15])=[O:4], predict the reactants needed to synthesize it. The reactants are: [CH3:1][O:2][C:3]([C:5]1[S:6][CH:7]=[CH:8][C:9]=1[NH:10][C:11](=[O:16])[C:12]([F:15])([F:14])[F:13])=[O:4].[C:17](=O)([O-])[O-].[K+].[K+].CI.O. (5) Given the product [CH3:2][C:3]1([CH3:26])[CH2:12][CH2:11][C:10]([CH3:13])([CH3:14])[C:9]2[CH:8]=[C:7]([C:15]3[O:16][CH:17]=[C:18]([CH:20]4[CH2:25][CH2:24][N:23]([CH2:32][CH2:31][CH2:30][CH2:29][CH2:28][OH:27])[CH2:22][CH2:21]4)[N:19]=3)[CH:6]=[CH:5][C:4]1=2, predict the reactants needed to synthesize it. The reactants are: Cl.[CH3:2][C:3]1([CH3:26])[CH2:12][CH2:11][C:10]([CH3:14])([CH3:13])[C:9]2[CH:8]=[C:7]([C:15]3[O:16][CH:17]=[C:18]([CH:20]4[CH2:25][CH2:24][NH:23][CH2:22][CH2:21]4)[N:19]=3)[CH:6]=[CH:5][C:4]1=2.[OH:27][CH2:28][CH2:29][CH2:30][CH2:31][CH:32]=O. (6) Given the product [CH2:1]([NH:3][C:4](=[O:43])[NH:5][C:6]1[N:11]=[CH:10][C:9]([C:12]2[CH:13]=[C:14]3[C:19](=[CH:20][CH:21]=2)[N:18]([CH2:22][C@@H:23]2[CH2:27][CH2:26][N:25]([CH2:53][CH2:52][N:46]4[CH2:51][CH2:50][O:49][CH2:48][CH2:47]4)[CH2:24]2)[CH:17]=[C:16]([C:28]([O:30][CH2:31][CH3:32])=[O:29])[C:15]3=[O:33])=[C:8]([C:34]2[S:35][CH:36]=[C:37]([C:39]([F:42])([F:41])[F:40])[N:38]=2)[CH:7]=1)[CH3:2], predict the reactants needed to synthesize it. The reactants are: [CH2:1]([NH:3][C:4](=[O:43])[NH:5][C:6]1[N:11]=[CH:10][C:9]([C:12]2[CH:13]=[C:14]3[C:19](=[CH:20][CH:21]=2)[N:18]([CH2:22][C@@H:23]2[CH2:27][CH2:26][NH:25][CH2:24]2)[CH:17]=[C:16]([C:28]([O:30][CH2:31][CH3:32])=[O:29])[C:15]3=[O:33])=[C:8]([C:34]2[S:35][CH:36]=[C:37]([C:39]([F:42])([F:41])[F:40])[N:38]=2)[CH:7]=1)[CH3:2].Cl.O.[N:46]1([CH2:52][CH:53]=O)[CH2:51][CH2:50][O:49][CH2:48][CH2:47]1.C([BH3-])#N. (7) Given the product [Cl:1][C:2]1[CH:9]=[CH:8][C:5]([CH:6]([CH:16]2[CH2:18][CH2:17]2)[OH:7])=[C:4]([F:10])[CH:3]=1, predict the reactants needed to synthesize it. The reactants are: [Cl:1][C:2]1[CH:9]=[CH:8][C:5]([CH:6]=[O:7])=[C:4]([F:10])[CH:3]=1.C(OCC)C.[CH:16]1([Mg]Br)[CH2:18][CH2:17]1.O. (8) The reactants are: [CH:1]12[CH2:10][CH:5]3[CH2:6][CH:7]([CH2:9][CH:3]([CH2:4]3)[CH:2]1[N:11]1[C:14](=[O:15])[C:13]([CH3:17])([CH3:16])[NH:12]1)[CH2:8]2.[N+:18]([C:21]1[CH:28]=[CH:27][C:24]([CH2:25]Br)=[CH:23][CH:22]=1)([O-:20])=[O:19]. Given the product [CH3:16][C:13]1([CH3:17])[N:12]([CH2:25][C:24]2[CH:27]=[CH:28][C:21]([N+:18]([O-:20])=[O:19])=[CH:22][CH:23]=2)[N:11]([CH:2]2[CH:3]3[CH2:4][CH:5]4[CH2:6][CH:7]([CH2:8][CH:1]2[CH2:10]4)[CH2:9]3)[C:14]1=[O:15], predict the reactants needed to synthesize it. (9) The reactants are: [NH3:1].Cl[C:3]1[C:8]([C:9]#[N:10])=[CH:7][C:6]([F:11])=[CH:5][N:4]=1. Given the product [NH2:1][C:3]1[C:8]([C:9]#[N:10])=[CH:7][C:6]([F:11])=[CH:5][N:4]=1, predict the reactants needed to synthesize it.